From a dataset of Catalyst prediction with 721,799 reactions and 888 catalyst types from USPTO. Predict which catalyst facilitates the given reaction. (1) Reactant: [CH3:1][N:2]1[CH:6]=[CH:5][CH:4]=[C:3]1[C:7]1[O:8][C:9]2[CH:15]=[C:14]([CH2:16][C:17]([O:19]C)=[O:18])[CH:13]=[CH:12][C:10]=2[N:11]=1.C1COCC1.[OH-].[Na+]. Product: [CH3:1][N:2]1[CH:6]=[CH:5][CH:4]=[C:3]1[C:7]1[O:8][C:9]2[CH:15]=[C:14]([CH2:16][C:17]([OH:19])=[O:18])[CH:13]=[CH:12][C:10]=2[N:11]=1. The catalyst class is: 33. (2) Reactant: C[O:2][C:3](=[O:38])[CH:4]([C:13]1[CH:18]=[CH:17][C:16](/[CH:19]=[CH:20]/[C:21](=[O:37])[NH:22][C:23]2[CH:28]=[CH:27][CH:26]=[CH:25][C:24]=2[NH:29][C:30]([O:32][C:33]([CH3:36])([CH3:35])[CH3:34])=[O:31])=[CH:15][CH:14]=1)[CH2:5][CH:6]1[CH2:11][CH2:10][N:9]([CH3:12])[CH2:8][CH2:7]1.[Li+].[OH-].Cl. Product: [C:33]([O:32][C:30]([NH:29][C:24]1[CH:25]=[CH:26][CH:27]=[CH:28][C:23]=1[NH:22][C:21](/[CH:20]=[CH:19]/[C:16]1[CH:15]=[CH:14][C:13]([CH:4]([CH2:5][CH:6]2[CH2:7][CH2:8][N:9]([CH3:12])[CH2:10][CH2:11]2)[C:3]([OH:38])=[O:2])=[CH:18][CH:17]=1)=[O:37])=[O:31])([CH3:36])([CH3:35])[CH3:34]. The catalyst class is: 24. (3) Reactant: [NH2:1][C@H:2]([C:5]([OH:7])=[O:6])[CH2:3][OH:4].N[C:9]([C:11](O)=[O:12])=C.[NH2:14][C@H:15]([C:22]([OH:24])=[O:23])[CH2:16][C:17]1N=C[NH:19][CH:18]=1. Product: [NH:1]1[C:11](=[O:12])[CH2:9][CH2:3][C@H:2]1[C:5]([OH:7])=[O:6].[NH2:14][C@H:15]([C:22]([OH:24])=[O:23])[CH2:16][CH2:17][C:18](=[O:4])[NH2:19]. The catalyst class is: 6.